From a dataset of TCR-epitope binding with 47,182 pairs between 192 epitopes and 23,139 TCRs. Binary Classification. Given a T-cell receptor sequence (or CDR3 region) and an epitope sequence, predict whether binding occurs between them. (1) The TCR CDR3 sequence is CASSLGGLKNIQYF. The epitope is TSNQVAVLY. Result: 0 (the TCR does not bind to the epitope). (2) Result: 1 (the TCR binds to the epitope). The epitope is LLLGIGILV. The TCR CDR3 sequence is CASSQGVLAGPGYKEQYF. (3) The epitope is EHPTFTSQYRIQGKL. The TCR CDR3 sequence is CSASNRESYEQYF. Result: 0 (the TCR does not bind to the epitope). (4) The epitope is VTIAEILLI. The TCR CDR3 sequence is CASSHPDRLYEQYF. Result: 0 (the TCR does not bind to the epitope). (5) The epitope is SLYNTVATL. The TCR CDR3 sequence is CASSGTDRGGGYTF. Result: 0 (the TCR does not bind to the epitope).